From a dataset of Forward reaction prediction with 1.9M reactions from USPTO patents (1976-2016). Predict the product of the given reaction. (1) Given the reactants [CH3:1][C:2]1[N:7]=[C:6]([O:8][CH:9]([C:21]2[CH:26]=[CH:25][C:24]([C:27]([F:30])([F:29])[F:28])=[CH:23][CH:22]=2)[CH:10]2[CH2:15][CH2:14][N:13]([CH:16]([CH3:20])[CH2:17][CH2:18][NH2:19])[CH2:12][CH2:11]2)[CH:5]=[CH:4][CH:3]=1.[CH3:31][C:32]1[CH:40]=[C:39]([C:41]2[CH:46]=[CH:45][N:44]=[CH:43][CH:42]=2)[CH:38]=[C:37]([CH3:47])[C:33]=1[C:34](O)=[O:35], predict the reaction product. The product is: [CH3:47][C:37]1[CH:38]=[C:39]([C:41]2[CH:46]=[CH:45][N:44]=[CH:43][CH:42]=2)[CH:40]=[C:32]([CH3:31])[C:33]=1[C:34]([NH:19][CH2:18][CH2:17][CH:16]([N:13]1[CH2:12][CH2:11][CH:10]([CH:9]([O:8][C:6]2[CH:5]=[CH:4][CH:3]=[C:2]([CH3:1])[N:7]=2)[C:21]2[CH:22]=[CH:23][C:24]([C:27]([F:28])([F:29])[F:30])=[CH:25][CH:26]=2)[CH2:15][CH2:14]1)[CH3:20])=[O:35]. (2) Given the reactants [C:1]([O:4][CH2:5][CH2:6][CH2:7][N:8]1[C:13](=[O:14])[C:12]2[NH:15][CH:16]=[CH:17][C:11]=2[N:10]([CH3:18])[C:9]1=[O:19])(=[O:3])[CH3:2].[Cl:20][C:21]1[CH:26]=[CH:25][C:24]([CH2:27]Cl)=[CH:23][CH:22]=1.C([O-])([O-])=O.[K+].[K+], predict the reaction product. The product is: [C:1]([O:4][CH2:5][CH2:6][CH2:7][N:8]1[C:13](=[O:14])[C:12]2[N:15]([CH2:27][C:24]3[CH:25]=[CH:26][C:21]([Cl:20])=[CH:22][CH:23]=3)[CH:16]=[CH:17][C:11]=2[N:10]([CH3:18])[C:9]1=[O:19])(=[O:3])[CH3:2]. (3) Given the reactants [CH2:1]([O:4][C:5]1[C:16]([O:17][CH3:18])=[C:15]([NH:19][C:20](=[O:36])[C:21]2[CH:26]=[CH:25][C:24]([N+:27]([O-])=O)=[C:23]([O:30][CH3:31])[C:22]=2[O:32][CH2:33][CH:34]=[CH2:35])[CH:14]=[CH:13][C:6]=1[C:7]([O:9][CH2:10][CH:11]=[CH2:12])=[O:8])[CH:2]=[CH2:3].Cl[Sn]Cl, predict the reaction product. The product is: [CH2:1]([O:4][C:5]1[C:16]([O:17][CH3:18])=[C:15]([NH:19][C:20](=[O:36])[C:21]2[CH:26]=[CH:25][C:24]([NH2:27])=[C:23]([O:30][CH3:31])[C:22]=2[O:32][CH2:33][CH:34]=[CH2:35])[CH:14]=[CH:13][C:6]=1[C:7]([O:9][CH2:10][CH:11]=[CH2:12])=[O:8])[CH:2]=[CH2:3]. (4) Given the reactants [CH2:1]([N:8]([CH2:12][C:13]1[CH:18]=[CH:17][CH:16]=[CH:15][CH:14]=1)[CH2:9][CH2:10]O)[C:2]1[CH:7]=[CH:6][CH:5]=[CH:4][CH:3]=1.C1CCCCC1.S(Br)([Br:27])=O.C(=O)([O-])O.[Na+], predict the reaction product. The product is: [CH2:1]([N:8]([CH2:12][C:13]1[CH:18]=[CH:17][CH:16]=[CH:15][CH:14]=1)[CH2:9][CH2:10][Br:27])[C:2]1[CH:7]=[CH:6][CH:5]=[CH:4][CH:3]=1.